From a dataset of Forward reaction prediction with 1.9M reactions from USPTO patents (1976-2016). Predict the product of the given reaction. (1) Given the reactants FC(F)(F)S(O[C:7]1[CH:11]=[C:10]([C:12]2[CH:17]=[CH:16][C:15]([Cl:18])=[CH:14][CH:13]=2)[N:9]([C:19]2[CH:24]=[CH:23][CH:22]=[CH:21][C:20]=2[O:25][CH3:26])[N:8]=1)(=O)=O.C([O-])(=O)C.[K+].[B:34]1([B:34]2[O:38][C:37]([CH3:40])([CH3:39])[C:36]([CH3:42])([CH3:41])[O:35]2)[O:38][C:37]([CH3:40])([CH3:39])[C:36]([CH3:42])([CH3:41])[O:35]1.O1CCOCC1, predict the reaction product. The product is: [Cl:18][C:15]1[CH:16]=[CH:17][C:12]([C:10]2[N:9]([C:19]3[CH:24]=[CH:23][CH:22]=[CH:21][C:20]=3[O:25][CH3:26])[N:8]=[C:7]([B:34]3[O:38][C:37]([CH3:40])([CH3:39])[C:36]([CH3:42])([CH3:41])[O:35]3)[CH:11]=2)=[CH:13][CH:14]=1. (2) Given the reactants [CH3:1][S:2]([O:5][C:6]1[CH:7]=[C:8]([C:16]([O:18][CH3:19])=[O:17])[CH:9]=[C:10]([CH:15]=1)[C:11]([O:13]C)=[O:12])(=[O:4])=[O:3].[OH-].[Na+], predict the reaction product. The product is: [CH3:19][O:18][C:16]([C:8]1[CH:9]=[C:10]([CH:15]=[C:6]([O:5][S:2]([CH3:1])(=[O:4])=[O:3])[CH:7]=1)[C:11]([OH:13])=[O:12])=[O:17]. (3) Given the reactants [Li+].[BH4-].CO.C([O:7][C:8]([C:10]1[CH:18]=[C:13]2[CH2:14][S:15][CH2:16][CH2:17][N:12]2[N:11]=1)=O)C, predict the reaction product. The product is: [N:11]1[N:12]2[C:13]([CH2:14][S:15][CH2:16][CH2:17]2)=[CH:18][C:10]=1[CH2:8][OH:7].